Dataset: Forward reaction prediction with 1.9M reactions from USPTO patents (1976-2016). Task: Predict the product of the given reaction. (1) The product is: [Cl:1][C:2]1[C:11]2[C:6](=[CH:7][CH:8]=[C:9]([F:12])[CH:10]=2)[N:5]=[C:4]([C:13]2[CH:18]=[CH:17][CH:16]=[CH:15][C:14]=2[OH:19])[N:3]=1. Given the reactants [Cl:1][C:2]1[C:11]2[C:6](=[CH:7][CH:8]=[C:9]([F:12])[CH:10]=2)[N:5]=[C:4]([C:13]2[CH:18]=[CH:17][CH:16]=[CH:15][C:14]=2[O:19]C)[N:3]=1.B(Br)(Br)Br.C([O-])(O)=O.[Na+], predict the reaction product. (2) Given the reactants [OH-].[K+].[CH3:3][O:4][C:5]1[N:10]2[N:11]=[C:12]([C:18]3[CH:23]=[CH:22][CH:21]=[CH:20][CH:19]=3)[C:13]([C:14]([O:16]C)=[O:15])=[C:9]2[CH:8]=[CH:7][CH:6]=1.Cl, predict the reaction product. The product is: [CH3:3][O:4][C:5]1[N:10]2[N:11]=[C:12]([C:18]3[CH:23]=[CH:22][CH:21]=[CH:20][CH:19]=3)[C:13]([C:14]([OH:16])=[O:15])=[C:9]2[CH:8]=[CH:7][CH:6]=1.